From a dataset of Forward reaction prediction with 1.9M reactions from USPTO patents (1976-2016). Predict the product of the given reaction. Given the reactants C(C1N(C[C:15]2[CH:32]=[CH:31][C:18]3/[C:19](=[CH:28]/[C:29]#N)/[C:20]4C=CC=C[C:21]=4[CH2:22][CH2:23][C:17]=3[CH:16]=2)C2=NC(C)=CC(C)=C2N=1)C.[CH:33]([O:40]CC)([O:37][CH2:38][CH3:39])OCC.S(=O)(=O)(O)O.[CH2:48]([OH:50])[CH3:49], predict the reaction product. The product is: [O:50]=[C:48]1[C:16]2[CH:15]=[CH:32][C:31]([C:33]([O:37][CH2:38][CH3:39])=[O:40])=[CH:18][C:17]=2[CH2:23][CH2:22][C:21]2[CH:20]=[CH:19][CH:28]=[CH:29][C:49]1=2.